From a dataset of Peptide-MHC class I binding affinity with 185,985 pairs from IEDB/IMGT. Regression. Given a peptide amino acid sequence and an MHC pseudo amino acid sequence, predict their binding affinity value. This is MHC class I binding data. (1) The peptide sequence is YKDANISMY. The MHC is HLA-A11:01 with pseudo-sequence HLA-A11:01. The binding affinity (normalized) is 0.0847. (2) The peptide sequence is FQPPNGQFI. The MHC is H-2-Kb with pseudo-sequence H-2-Kb. The binding affinity (normalized) is 0.0352.